This data is from Reaction yield outcomes from USPTO patents with 853,638 reactions. The task is: Predict the reaction yield, written as a fraction of the theoretical maximum amount of product (1.0 means a 100% yield; for example, 0.34 means a 34% yield). (1) The reactants are C[O:2][C:3](=[O:23])[CH:4]([C:12]1[CH:17]=[CH:16][C:15]([S:18]([CH3:21])(=[O:20])=[O:19])=[C:14]([Cl:22])[CH:13]=1)[CH2:5][CH:6]1[CH2:10][CH2:9][C:8](=[O:11])[CH2:7]1.[OH-].[Na+]. The catalyst is CO. The product is [Cl:22][C:14]1[CH:13]=[C:12]([CH:4]([CH2:5][CH:6]2[CH2:10][CH2:9][C:8](=[O:11])[CH2:7]2)[C:3]([OH:23])=[O:2])[CH:17]=[CH:16][C:15]=1[S:18]([CH3:21])(=[O:20])=[O:19]. The yield is 0.820. (2) The reactants are Br[C:2]1[N:6]2[CH:7]=[C:8]([CH:30]3[CH2:32][CH2:31]3)[C:9]([O:11][CH2:12][C:13]3([CH3:29])[CH2:18][CH2:17][N:16]([C@@H:19]([C:21]4[CH:26]=[C:25]([Cl:27])[CH:24]=[C:23]([Cl:28])[CH:22]=4)[CH3:20])[CH2:15][CH2:14]3)=[CH:10][C:5]2=[N:4][N:3]=1.[CH:33]1([S:36]([NH2:39])(=[O:38])=[O:37])CC1.CS(N)(=O)=O. No catalyst specified. The product is [CH:30]1([C:8]2[C:9]([O:11][CH2:12][C:13]3([CH3:29])[CH2:18][CH2:17][N:16]([C@@H:19]([C:21]4[CH:26]=[C:25]([Cl:27])[CH:24]=[C:23]([Cl:28])[CH:22]=4)[CH3:20])[CH2:15][CH2:14]3)=[CH:10][C:5]3[N:6]([C:2]([NH:39][S:36]([CH3:33])(=[O:38])=[O:37])=[N:3][N:4]=3)[CH:7]=2)[CH2:31][CH2:32]1. The yield is 0.160. (3) The reactants are [F:1][C:2]1[CH:3]=[C:4]([NH:26][C:27]([C:29]2[C:30](=[O:42])[N:31]([C:36]3[CH:41]=[CH:40][CH:39]=[CH:38][CH:37]=3)[N:32]([CH3:35])[C:33]=2[CH3:34])=[O:28])[CH:5]=[CH:6][C:7]=1[O:8][C:9]1[C:18]2[C:13](=[CH:14][C:15]([O:19][CH2:20][CH2:21][C:22]3([OH:25])[CH2:24][CH2:23]3)=[CH:16][CH:17]=2)[N:12]=[CH:11][CH:10]=1.[C:43]([NH:50][CH2:51][C:52](O)=[O:53])([O:45][C:46]([CH3:49])([CH3:48])[CH3:47])=[O:44].C1CCC(N=C=NC2CCCCC2)CC1. The catalyst is CN(C1C=CN=CC=1)C.ClCCl. The product is [C:46]([O:45][C:43]([NH:50][CH2:51][C:52]([O:25][C:22]1([CH2:21][CH2:20][O:19][C:15]2[CH:14]=[C:13]3[C:18]([C:9]([O:8][C:7]4[CH:6]=[CH:5][C:4]([NH:26][C:27]([C:29]5[C:30](=[O:42])[N:31]([C:36]6[CH:37]=[CH:38][CH:39]=[CH:40][CH:41]=6)[N:32]([CH3:35])[C:33]=5[CH3:34])=[O:28])=[CH:3][C:2]=4[F:1])=[CH:10][CH:11]=[N:12]3)=[CH:17][CH:16]=2)[CH2:23][CH2:24]1)=[O:53])=[O:44])([CH3:49])([CH3:48])[CH3:47]. The yield is 0.700. (4) The reactants are FC1C=C2C(C(I)=CN2S(C2C=CC=CC=2)(=O)=O)=CC=1.[F:21][C:22]1[CH:30]=[C:29]2[C:25]([C:26]([C:40]3[CH:52]=[CH:51][C:43]4[N:44]([CH2:47][C:48]([NH2:50])=[O:49])[CH:45]=[N:46][C:42]=4[CH:41]=3)=[CH:27][N:28]2S(C2C=CC=CC=2)(=O)=O)=[CH:24][CH:23]=1. No catalyst specified. The product is [F:21][C:22]1[CH:30]=[C:29]2[C:25]([C:26]([C:40]3[CH:52]=[CH:51][C:43]4[N:44]([CH2:47][C:48]([NH2:50])=[O:49])[CH:45]=[N:46][C:42]=4[CH:41]=3)=[CH:27][NH:28]2)=[CH:24][CH:23]=1. The yield is 0.310.